This data is from Catalyst prediction with 721,799 reactions and 888 catalyst types from USPTO. The task is: Predict which catalyst facilitates the given reaction. (1) Reactant: Br[CH2:2][C:3](=O)[C:4]([O:6][CH2:7][CH3:8])=[O:5].[C:10]1([CH:16]=[CH:17][C:18]([NH2:20])=[O:19])[CH:15]=[CH:14][CH:13]=[CH:12][CH:11]=1.C([O-])(O)=O.[Na+]. Product: [CH:17](/[C:18]1[O:19][CH:2]=[C:3]([C:4]([O:6][CH2:7][CH3:8])=[O:5])[N:20]=1)=[CH:16]\[C:10]1[CH:15]=[CH:14][CH:13]=[CH:12][CH:11]=1. The catalyst class is: 1. (2) Reactant: [Cl:1][C:2]1[CH:28]=[CH:27][C:5]([O:6][CH2:7][C:8]([N:10]2[CH2:15][C@H:14]([CH2:16]O)[N:13]([CH2:18][C:19]3[CH:24]=[CH:23][C:22]([F:25])=[CH:21][CH:20]=3)[CH2:12][C@H:11]2[CH3:26])=[O:9])=[CH:4][CH:3]=1.C(N(CC)CC)C.CS(Cl)(=O)=O.[NH:41]1[CH:45]=[N:44][N:43]=[N:42]1. Product: [Cl:1][C:2]1[CH:28]=[CH:27][C:5]([O:6][CH2:7][C:8]([N:10]2[CH2:15][C@@H:14]([CH2:16][C:45]3[NH:44][N:43]=[N:42][N:41]=3)[N:13]([CH2:18][C:19]3[CH:20]=[CH:21][C:22]([F:25])=[CH:23][CH:24]=3)[CH2:12][C@H:11]2[CH3:26])=[O:9])=[CH:4][CH:3]=1. The catalyst class is: 2. (3) Reactant: [CH2:1]([S:3][C:4]1[NH:5][C:6](=[O:15])[C:7]([C:12]([NH2:14])=[O:13])=[C:8]([S:10][CH3:11])[N:9]=1)[CH3:2].Br[CH2:17][CH2:18][O:19][CH2:20][O:21][CH3:22].CCN(C(C)C)C(C)C. Product: [CH2:1]([S:3][C:4]1[N:5]=[C:6]([O:15][CH2:17][CH2:18][O:19][CH2:20][O:21][CH3:22])[C:7]([C:12]([NH2:14])=[O:13])=[C:8]([S:10][CH3:11])[N:9]=1)[CH3:2]. The catalyst class is: 248.